From a dataset of Forward reaction prediction with 1.9M reactions from USPTO patents (1976-2016). Predict the product of the given reaction. (1) Given the reactants [CH2:1]([C@@H:8]([C@@H:23]([OH:52])[CH2:24][C@H:25]([CH2:39][C:40]1[CH:45]=[CH:44][C:43]([C:46]2[CH:51]=[CH:50][CH:49]=[CH:48][N:47]=2)=[CH:42][CH:41]=1)[NH:26][C:27](=[O:38])[C@H:28]([C:34]([CH3:37])([CH3:36])[CH3:35])[NH:29][C:30](=[O:33])[O:31][CH3:32])[NH:9][C:10](=[O:22])[C@@H:11]([NH:17][C:18](=[O:21])[O:19][CH3:20])[C:12]([CH3:16])([S:14][CH3:15])[CH3:13])[C:2]1[CH:7]=[CH:6][CH:5]=[CH:4][CH:3]=1.C1C[O:56]CC1.C[N+]1([O-])CCOCC1.[OH2:66], predict the reaction product. The product is: [CH2:1]([C@@H:8]([C@@H:23]([OH:52])[CH2:24][C@H:25]([CH2:39][C:40]1[CH:45]=[CH:44][C:43]([C:46]2[CH:51]=[CH:50][CH:49]=[CH:48][N:47]=2)=[CH:42][CH:41]=1)[NH:26][C:27](=[O:38])[C@H:28]([C:34]([CH3:37])([CH3:36])[CH3:35])[NH:29][C:30](=[O:33])[O:31][CH3:32])[NH:9][C:10](=[O:22])[C@@H:11]([NH:17][C:18](=[O:21])[O:19][CH3:20])[C:12]([CH3:13])([S:14]([CH3:15])(=[O:56])=[O:66])[CH3:16])[C:2]1[CH:3]=[CH:4][CH:5]=[CH:6][CH:7]=1. (2) Given the reactants [CH3:1][O:2][C:3]([C:5]1[CH:13]=[C:12]2[C:8]([C:9]([CH:14]=[C:15]3[S:19][C:18](=[O:20])[NH:17][C:16]3=[O:21])=[CH:10][NH:11]2)=[CH:7][CH:6]=1)=[O:4], predict the reaction product. The product is: [CH2:1]([O:2][C:3]([C:5]1[CH:13]=[C:12]2[C:8]([C:9]([CH:14]=[C:15]3[S:19][C:18](=[O:20])[NH:17][C:16]3=[O:21])=[CH:10][NH:11]2)=[CH:7][CH:6]=1)=[O:4])[CH2:3][CH2:5][CH2:6][CH3:7]. (3) Given the reactants [CH3:1][C:2]1[N:7]=[C:6]([NH:8][C:9]2[C:14]([CH3:15])=[CH:13][C:12]([CH3:16])=[CH:11][C:10]=2[CH3:17])[C:5]([S:18]([C:21]2[CH:26]=[CH:25][C:24]([OH:27])=[CH:23][CH:22]=2)(=[O:20])=[O:19])=[CH:4][N:3]=1.[C:28](OC(=O)C)(=[O:30])[CH3:29].C(N(CC)CC)C.C(=O)(O)[O-].[Na+], predict the reaction product. The product is: [CH3:1][C:2]1[N:7]=[C:6]([NH:8][C:9]2[C:14]([CH3:15])=[CH:13][C:12]([CH3:16])=[CH:11][C:10]=2[CH3:17])[C:5]([S:18]([C:21]2[CH:22]=[CH:23][C:24]([O:27][C:28](=[O:30])[CH3:29])=[CH:25][CH:26]=2)(=[O:20])=[O:19])=[CH:4][N:3]=1. (4) Given the reactants [CH3:1][N:2]1[CH:6]=[C:5]([C:7]2[C:11]([CH3:12])=[C:10]([NH:13][C:14](=[O:22])OC3C=CC=CC=3)[N:9]([C:23]3[CH:28]=[CH:27][CH:26]=[CH:25][CH:24]=3)[N:8]=2)[CH:4]=[N:3]1.C1(C2C=CC(COC)=CC=2CN)CC1.[F:43][C:44]([F:57])([F:56])[CH:45]([C:47]1[CH:52]=[CH:51][CH:50]=[C:49]([CH2:53][O:54][CH3:55])[CH:48]=1)[NH2:46], predict the reaction product. The product is: [CH3:1][N:2]1[CH:6]=[C:5]([C:7]2[C:11]([CH3:12])=[C:10]([NH:13][C:14]([NH:46][CH:45]([C:47]3[CH:52]=[CH:51][CH:50]=[C:49]([CH2:53][O:54][CH3:55])[CH:48]=3)[C:44]([F:56])([F:57])[F:43])=[O:22])[N:9]([C:23]3[CH:24]=[CH:25][CH:26]=[CH:27][CH:28]=3)[N:8]=2)[CH:4]=[N:3]1. (5) Given the reactants [C:1]([O:5][C:6]([N:8]1[CH2:13][CH2:12][CH:11]([CH2:14][O:15][CH2:16][C@H:17]([NH2:21])[CH:18]([CH3:20])[CH3:19])[CH2:10][CH2:9]1)=[O:7])([CH3:4])([CH3:3])[CH3:2].[C:22](O[C:22]([O:24][CH2:25][C:26]1[CH:31]=[CH:30][CH:29]=[CH:28][CH:27]=1)=[O:23])([O:24][CH2:25][C:26]1[CH:31]=[CH:30][CH:29]=[CH:28][CH:27]=1)=[O:23], predict the reaction product. The product is: [C:1]([O:5][C:6]([N:8]1[CH2:13][CH2:12][CH:11]([CH2:14][O:15][CH2:16][C@H:17]([NH:21][C:22]([O:24][CH2:25][C:26]2[CH:31]=[CH:30][CH:29]=[CH:28][CH:27]=2)=[O:23])[CH:18]([CH3:19])[CH3:20])[CH2:10][CH2:9]1)=[O:7])([CH3:4])([CH3:3])[CH3:2].